From a dataset of Full USPTO retrosynthesis dataset with 1.9M reactions from patents (1976-2016). Predict the reactants needed to synthesize the given product. (1) The reactants are: [C:1]([O:5][C:6]([NH:8][C@H:9]1[C:17]2[C:12](=[CH:13][CH:14]=[C:15]([C:18]([O:20][CH3:21])=[O:19])[CH:16]=2)[CH2:11][CH2:10]1)=[O:7])([CH3:4])([CH3:3])[CH3:2].[H-].[Na+].[CH3:24]I.[Cl-].[NH4+]. Given the product [C:1]([O:5][C:6]([N:8]([CH3:24])[C@H:9]1[C:17]2[C:12](=[CH:13][CH:14]=[C:15]([C:18]([O:20][CH3:21])=[O:19])[CH:16]=2)[CH2:11][CH2:10]1)=[O:7])([CH3:4])([CH3:3])[CH3:2], predict the reactants needed to synthesize it. (2) Given the product [F:29][C:19]([F:18])([F:28])[CH:20]([NH:27][C:10]([C:7]1[CH:6]=[C:5]([O:13][CH2:14][CH:15]2[CH2:17][CH2:16]2)[C:4]([CH:1]2[CH2:2][CH2:3]2)=[CH:9][N:8]=1)=[O:12])[C:21]1[CH:26]=[CH:25][CH:24]=[CH:23][N:22]=1, predict the reactants needed to synthesize it. The reactants are: [CH:1]1([C:4]2[C:5]([O:13][CH2:14][CH:15]3[CH2:17][CH2:16]3)=[CH:6][C:7]([C:10]([OH:12])=O)=[N:8][CH:9]=2)[CH2:3][CH2:2]1.[F:18][C:19]([F:29])([F:28])[CH:20]([NH2:27])[C:21]1[CH:26]=[CH:25][CH:24]=[CH:23][N:22]=1. (3) Given the product [CH3:52][O:59][C:43]([CH:44]1[CH2:49][N:46]([CH2:47][C:22]2[CH:23]=[CH:24][C:19]([C:16]3[CH:17]=[CH:18][C:13]([C:11](=[O:12])[CH:10]=[C:9]([C:5]4[CH:6]=[CH:7][CH:8]=[C:3]([C:2]([F:1])([F:29])[F:28])[CH:4]=4)[CH3:27])=[CH:14][CH:15]=3)=[CH:20][CH:21]=2)[CH2:45]1)=[O:65], predict the reactants needed to synthesize it. The reactants are: [F:1][C:2]([F:29])([F:28])[C:3]1[CH:4]=[C:5]([C:9]([CH3:27])=[CH:10][C:11]([C:13]2[CH:18]=[CH:17][C:16]([C:19]3[CH:24]=[CH:23][C:22](C=O)=[CH:21][CH:20]=3)=[CH:15][CH:14]=2)=[O:12])[CH:6]=[CH:7][CH:8]=1.CN1CCC(=C2[C:45]3[N:46]=[CH:47]C=[CH:49][C:44]=3[CH2:43]CC3C=CC=CC2=3)CC1.[CH:52](=[O:59])C1C=CC=CC=1.Cl.N(CC(O)=[O:65])C. (4) Given the product [NH3:6].[CH3:1][C:2]1[S:11][C:10]2[CH2:9][C:8]3[CH:12]=[CH:13][CH:14]=[CH:15][C:7]=3[N:6]=[C:5]([N:16]3[CH2:21][CH2:20][N:19]([CH2:31][CH2:32][O:33][CH2:34][CH2:35][OH:36])[C@@H:18]([CH2:22][CH2:23][C:24]4[CH:29]=[CH:28][CH:27]=[CH:26][CH:25]=4)[CH2:17]3)[C:4]=2[CH:3]=1, predict the reactants needed to synthesize it. The reactants are: [CH3:1][C:2]1[S:11][C:10]2[CH2:9][C:8]3[CH:12]=[CH:13][CH:14]=[CH:15][C:7]=3[N:6]=[C:5]([N:16]3[CH2:21][CH2:20][NH:19][C@@H:18]([CH2:22][CH2:23][C:24]4[CH:29]=[CH:28][CH:27]=[CH:26][CH:25]=4)[CH2:17]3)[C:4]=2[CH:3]=1.Cl[CH2:31][CH2:32][O:33][CH2:34][CH2:35][OH:36].C([O-])([O-])=O.[K+].[K+]. (5) Given the product [CH2:14]([N:21]1[CH2:11][C:5]2[C:4](=[C:9]([Cl:10])[CH:8]=[CH:7][CH:6]=2)[C:3]1=[O:13])[C:15]1[CH:20]=[CH:19][CH:18]=[CH:17][CH:16]=1, predict the reactants needed to synthesize it. The reactants are: CO[C:3](=[O:13])[C:4]1[C:9]([Cl:10])=[CH:8][CH:7]=[CH:6][C:5]=1[CH2:11]Br.[CH2:14]([NH2:21])[C:15]1[CH:20]=[CH:19][CH:18]=[CH:17][CH:16]=1.C([O-])([O-])=O.[K+].[K+].C(OCC)(=O)C. (6) Given the product [CH3:1][O:2][CH2:3][CH2:4][O:5][C:6]1[CH:7]=[C:8]([CH:17]([C:22](=[O:24])[CH3:23])[C:18]#[N:19])[CH:9]=[CH:10][C:11]=1[O:12][CH2:13][CH2:14][O:15][CH3:16], predict the reactants needed to synthesize it. The reactants are: [CH3:1][O:2][CH2:3][CH2:4][O:5][C:6]1[CH:7]=[C:8]([CH2:17][C:18]#[N:19])[CH:9]=[CH:10][C:11]=1[O:12][CH2:13][CH2:14][O:15][CH3:16].[H-].[Na+].[C:22](OCC)(=[O:24])[CH3:23]. (7) Given the product [ClH:22].[NH2:7][C@H:8]([C:11]1[CH:20]=[CH:19][C:18]2[C:13](=[CH:14][CH:15]=[CH:16][CH:17]=2)[CH:12]=1)[CH2:9][OH:10], predict the reactants needed to synthesize it. The reactants are: C(OC(=O)[NH:7][C@H:8]([C:11]1[CH:20]=[CH:19][C:18]2[C:13](=[CH:14][CH:15]=[CH:16][CH:17]=2)[CH:12]=1)[CH2:9][OH:10])(C)(C)C.[ClH:22].